Dataset: Reaction yield outcomes from USPTO patents with 853,638 reactions. Task: Predict the reaction yield, written as a fraction of the theoretical maximum amount of product (1.0 means a 100% yield; for example, 0.34 means a 34% yield). (1) The reactants are [F:1][C:2]1[CH:26]=[C:25]([F:27])[CH:24]=[CH:23][C:3]=1[CH2:4][O:5][C:6]1[CH:11]=[C:10]([CH3:12])[N:9]([C:13]2[CH:18]=[CH:17][C:16]([CH:19]=[CH2:20])=[CH:15][C:14]=2[CH3:21])[C:8](=[O:22])[CH:7]=1.[Br:28]C1C=CC(N2C(C)=CC(OCC3C=CC(F)=CC=3F)=CC2=O)=C(C)C=1.C([Sn](CCCC)(CCCC)C=C)CCC. The catalyst is C1COCC1.C1C=CC([P]([Pd]([P](C2C=CC=CC=2)(C2C=CC=CC=2)C2C=CC=CC=2)([P](C2C=CC=CC=2)(C2C=CC=CC=2)C2C=CC=CC=2)[P](C2C=CC=CC=2)(C2C=CC=CC=2)C2C=CC=CC=2)(C2C=CC=CC=2)C2C=CC=CC=2)=CC=1. The product is [Br:28][C:7]1[C:8](=[O:22])[N:9]([C:13]2[CH:18]=[CH:17][C:16]([CH:19]=[CH2:20])=[CH:15][C:14]=2[CH3:21])[C:10]([CH3:12])=[CH:11][C:6]=1[O:5][CH2:4][C:3]1[CH:23]=[CH:24][C:25]([F:27])=[CH:26][C:2]=1[F:1]. The yield is 0.690. (2) The product is [NH:16]1[C:20]([NH:21]/[N:22]=[CH:11]/[CH2:10][C:9]([C:6]2[CH:7]=[CH:8][C:3]([N:2]([CH3:14])[CH3:1])=[CH:4][CH:5]=2)=[O:13])=[N:19][N:18]=[N:17]1. The reactants are [CH3:1][N:2]([CH3:14])[C:3]1[CH:8]=[CH:7][C:6]([C:9](=[O:13])[CH2:10][CH:11]=O)=[CH:5][CH:4]=1.Cl.[NH:16]1[C:20]([NH:21][NH2:22])=[N:19][N:18]=[N:17]1. The yield is 0.480. The catalyst is C(O)C. (3) The reactants are O[C:2]1[CH:7]=[CH:6][CH:5]=[CH:4][C:3]=1[C:8](=[O:20])[CH2:9][C:10]([C:12]1[CH:17]=[CH:16][C:15]([O:18][CH3:19])=[CH:14][CH:13]=1)=[O:11].B(Br)(Br)Br.CO. The catalyst is ClCCl. The product is [CH3:19][O:18][C:15]1[CH:16]=[CH:17][C:12]([C:10]2[O:11][C:4]3[C:3]([C:8](=[O:20])[CH:9]=2)=[CH:2][CH:7]=[CH:6][CH:5]=3)=[CH:13][CH:14]=1. The yield is 0.260.